This data is from CYP1A2 inhibition data for predicting drug metabolism from PubChem BioAssay. The task is: Regression/Classification. Given a drug SMILES string, predict its absorption, distribution, metabolism, or excretion properties. Task type varies by dataset: regression for continuous measurements (e.g., permeability, clearance, half-life) or binary classification for categorical outcomes (e.g., BBB penetration, CYP inhibition). Dataset: cyp1a2_veith. (1) The molecule is CN(C)CCC(=O)[C@@]1(O)CC[C@H]2[C@H]3CC=C4C[C@@H](O)CC[C@]4(C)[C@H]3CC[C@]21C. The result is 0 (non-inhibitor). (2) The molecule is NS(=O)(=O)c1cccc2c1c([N+](=O)[O-])cc1nc([O-])c([O-])nc12. The result is 0 (non-inhibitor). (3) The compound is CCCc1cc(=O)oc2cc(OCc3nn[nH]n3)ccc12. The result is 1 (inhibitor). (4) The molecule is COc1cccc([C@@H]2Oc3ccc(OC)cc3/C(=N/O[C@@H](C)CN3CCCCc4nc(C)c(C)cc43)[C@@H]2O)c1. The result is 0 (non-inhibitor). (5) The molecule is Cc1onc(-c2c(Cl)cccc2Cl)c1C(=O)Nc1ccc2c(c1)OCO2. The result is 1 (inhibitor). (6) The molecule is N#CCCn1c(=O)c(-c2cccs2)nc2cnc(Oc3cccc(Cl)c3)nc21. The result is 1 (inhibitor). (7) The drug is Cc1cccc(CNc2ccnc(-c3cccnc3)n2)c1. The result is 1 (inhibitor). (8) The drug is NNC(=O)CCc1ccc2ccc3ccccc3c2c1. The result is 1 (inhibitor). (9) The compound is C[N+]1(C)[C@H]2CC(OC(=O)[C@@H](CO)c3ccccc3)C[C@@H]1[C@@H]1O[C@@H]12.O=[N+]([O-])[O-]. The result is 0 (non-inhibitor). (10) The molecule is O=S(=O)(c1ccccc1)N1CCN(c2cc(-c3ccccc3)nc3ncnn23)CC1. The result is 1 (inhibitor).